Dataset: Full USPTO retrosynthesis dataset with 1.9M reactions from patents (1976-2016). Task: Predict the reactants needed to synthesize the given product. Given the product [CH2:22]([O:21][C:7]1[C:8]2[N:13]=[C:12]([C:14]3[CH:19]=[CH:18][CH:17]=[C:16]([CH3:20])[CH:15]=3)[O:11][C:9]=2[N:10]=[C:5]([NH:26][CH:27]2[CH2:32][CH2:31][O:30][CH2:29][CH2:28]2)[N:6]=1)[CH2:23][CH3:24], predict the reactants needed to synthesize it. The reactants are: CS([C:5]1[N:6]=[C:7]([O:21][CH2:22][CH2:23][CH3:24])[C:8]2[N:13]=[C:12]([C:14]3[CH:19]=[CH:18][CH:17]=[C:16]([CH3:20])[CH:15]=3)[O:11][C:9]=2[N:10]=1)(=O)=O.Cl.[NH2:26][CH:27]1[CH2:32][CH2:31][O:30][CH2:29][CH2:28]1.C(N(CC)CC)C.